From a dataset of Forward reaction prediction with 1.9M reactions from USPTO patents (1976-2016). Predict the product of the given reaction. (1) Given the reactants [NH2:1][C@H:2]([C:4]1[N:9]=[C:8]2[CH:10]=[CH:11][N:12]([CH3:13])[C:7]2=[CH:6][C:5]=1[NH:14][CH:15]1[CH2:20][CH2:19][N:18]([C:21]([O:23][C:24]([CH3:27])([CH3:26])[CH3:25])=[O:22])[CH2:17][CH2:16]1)[CH3:3].[NH2:28][C:29]1[N:34]=[C:33](Cl)[C:32]([C:36]#[N:37])=[C:31]([CH3:38])[N:30]=1.CCN(C(C)C)C(C)C, predict the reaction product. The product is: [NH2:28][C:29]1[N:34]=[C:33]([NH:1][C@H:2]([C:4]2[N:9]=[C:8]3[CH:10]=[CH:11][N:12]([CH3:13])[C:7]3=[CH:6][C:5]=2[NH:14][CH:15]2[CH2:20][CH2:19][N:18]([C:21]([O:23][C:24]([CH3:26])([CH3:25])[CH3:27])=[O:22])[CH2:17][CH2:16]2)[CH3:3])[C:32]([C:36]#[N:37])=[C:31]([CH3:38])[N:30]=1. (2) Given the reactants [NH2:1][C:2]1[CH:7]=[CH:6][C:5]([CH:8]([CH3:12])[C:9]([OH:11])=[O:10])=[CH:4][CH:3]=1.S(=O)(=O)(O)O.O.O.[NH4+].[CH3:21]O, predict the reaction product. The product is: [NH2:1][C:2]1[CH:3]=[CH:4][C:5]([CH:8]([CH3:12])[C:9]([O:11][CH3:21])=[O:10])=[CH:6][CH:7]=1. (3) Given the reactants [NH2:1][CH:2]([C:24]1[CH:29]=[CH:28][CH:27]=[C:26]([C:30]2[NH:34][N:33]=[N:32][N:31]=2)[CH:25]=1)[C:3]1[CH:23]=[CH:22][C:6]([CH2:7][O:8][C:9]2[CH:14]=[CH:13][C:12]([C:15](=[O:17])[CH3:16])=[C:11]([OH:18])[C:10]=2[CH2:19][CH2:20][CH3:21])=[CH:5][CH:4]=1.[C:35](Cl)(=[O:37])[CH3:36].N1C=CC=CC=1, predict the reaction product. The product is: [C:15]([C:12]1[CH:13]=[CH:14][C:9]([O:8][CH2:7][C:6]2[CH:22]=[CH:23][C:3]([CH:2]([C:24]3[CH:29]=[CH:28][CH:27]=[C:26]([C:30]4[NH:34][N:33]=[N:32][N:31]=4)[CH:25]=3)[NH:1][C:35](=[O:37])[CH3:36])=[CH:4][CH:5]=2)=[C:10]([CH2:19][CH2:20][CH3:21])[C:11]=1[OH:18])(=[O:17])[CH3:16]. (4) Given the reactants [Cl:1][C:2]1[C:3]([C:53]([F:56])([F:55])[F:54])=[CH:4][C:5]2[N:9]=[C:8]([CH2:10][CH2:11][CH:12]3[CH2:15][CH:14]([N:16]([CH2:20][C@@H:21]4[C@H:25]5[O:26]C(C)(C)[O:28][C@H:24]5[C@H:23]([N:31]5[C:35]6[N:36]=[CH:37][N:38]=[C:39]([NH:40]CC7C=CC(OC)=CC=7OC)[C:34]=6[CH:33]=[CH:32]5)[CH2:22]4)[CH:17]([CH3:19])[CH3:18])[CH2:13]3)[NH:7][C:6]=2[CH:52]=1.C([O-])([O-])=O.[K+].[K+], predict the reaction product. The product is: [NH2:40][C:39]1[C:34]2[CH:33]=[CH:32][N:31]([C@@H:23]3[CH2:22][C@H:21]([CH2:20][N:16]([CH:14]4[CH2:13][CH:12]([CH2:11][CH2:10][C:8]5[NH:7][C:6]6[CH:52]=[C:2]([Cl:1])[C:3]([C:53]([F:55])([F:54])[F:56])=[CH:4][C:5]=6[N:9]=5)[CH2:15]4)[CH:17]([CH3:19])[CH3:18])[C@@H:25]([OH:26])[C@H:24]3[OH:28])[C:35]=2[N:36]=[CH:37][N:38]=1. (5) The product is: [C:1]([O:5][C:6](=[O:21])[N:7]([C:8]1[S:12][C:11]([C:13]2[CH:14]=[N:15][CH:16]=[CH:17][CH:18]=2)=[N:10][C:9]=1[Cl:22])[CH2:19][CH3:20])([CH3:4])([CH3:3])[CH3:2]. Given the reactants [C:1]([O:5][C:6](=[O:21])[N:7]([CH2:19][CH3:20])[C:8]1[S:12][C:11]([C:13]2[CH:14]=[N:15][CH:16]=[CH:17][CH:18]=2)=[N:10][CH:9]=1)([CH3:4])([CH3:3])[CH3:2].[Cl:22]N1C(=O)CCC1=O, predict the reaction product. (6) Given the reactants Cl.Cl.[Cl:3][C:4]1[CH:9]=[C:8]([N:10]2[CH2:15][CH2:14][CH:13]([NH2:16])[CH2:12][CH2:11]2)[CH:7]=[CH:6][N:5]=1.Br[C:18]1[N:34]=[C:21]2[C:22]([C:26]3[CH:31]=[CH:30][C:29]([F:32])=[C:28]([F:33])[CH:27]=3)=[CH:23][CH:24]=[CH:25][N:20]2[N:19]=1.C1(P(C2C=CC=CC=2)C2C3OC4C(=CC=CC=4P(C4C=CC=CC=4)C4C=CC=CC=4)C(C)(C)C=3C=CC=2)C=CC=CC=1.[O-]C1C=CC=CC=1.[Na+], predict the reaction product. The product is: [Cl:3][C:4]1[CH:9]=[C:8]([N:10]2[CH2:15][CH2:14][CH:13]([NH:16][C:18]3[N:34]=[C:21]4[C:22]([C:26]5[CH:31]=[CH:30][C:29]([F:32])=[C:28]([F:33])[CH:27]=5)=[CH:23][CH:24]=[CH:25][N:20]4[N:19]=3)[CH2:12][CH2:11]2)[CH:7]=[CH:6][N:5]=1. (7) Given the reactants [OH:1][CH2:2][C@H:3]([NH:12][C:13](=[O:19])[O:14][C:15]([CH3:18])([CH3:17])[CH3:16])[CH2:4][O:5][CH:6]1[CH2:11][CH2:10][CH2:9][CH2:8][O:7]1.N1C=CN=C1.[CH3:25][C:26]([Si:29](Cl)([C:36]1[CH:41]=[CH:40][CH:39]=[CH:38][CH:37]=1)[C:30]1[CH:35]=[CH:34][CH:33]=[CH:32][CH:31]=1)([CH3:28])[CH3:27].COC1C=CC(C=O)=CC=1, predict the reaction product. The product is: [Si:29]([O:1][CH2:2][C@H:3]([NH:12][C:13](=[O:19])[O:14][C:15]([CH3:16])([CH3:18])[CH3:17])[CH2:4][O:5][CH:6]1[CH2:11][CH2:10][CH2:9][CH2:8][O:7]1)([C:26]([CH3:28])([CH3:27])[CH3:25])([C:36]1[CH:37]=[CH:38][CH:39]=[CH:40][CH:41]=1)[C:30]1[CH:35]=[CH:34][CH:33]=[CH:32][CH:31]=1. (8) Given the reactants C(OC([N:8]([C:16]1[S:17][CH2:18][C@@H:19]2[C@@H:24]([CH3:25])[O:23][CH2:22][C@:20]2([C:26]2[CH:31]=[C:30](B3OC(C)(C)C(C)(C)O3)[CH:29]=[CH:28][C:27]=2[F:41])[N:21]=1)C(OC(C)(C)C)=O)=O)(C)(C)C.I[C:43]1[N:44](COCC[Si](C)(C)C)[CH:45]=[CH:46][N:47]=1.C(=O)([O-])[O-].[Cs+].[Cs+].FC(F)(F)C(O)=O, predict the reaction product. The product is: [F:41][C:27]1[CH:28]=[CH:29][C:30]([C:43]2[NH:44][CH:45]=[CH:46][N:47]=2)=[CH:31][C:26]=1[C@:20]12[CH2:22][O:23][C@H:24]([CH3:25])[C@H:19]1[CH2:18][S:17][C:16]([NH2:8])=[N:21]2. (9) Given the reactants [S:1]1[CH:5]=[CH:4][N:3]=[C:2]1[C:6](=[O:8])[CH3:7].[C:9](=O)([O:12]C)[O:10][CH3:11].[H-].[Na+].Cl, predict the reaction product. The product is: [O:8]=[C:6]([C:2]1[S:1][CH:5]=[CH:4][N:3]=1)[CH2:7][C:9]([O:10][CH3:11])=[O:12].